From a dataset of Reaction yield outcomes from USPTO patents with 853,638 reactions. Predict the reaction yield, written as a fraction of the theoretical maximum amount of product (1.0 means a 100% yield; for example, 0.34 means a 34% yield). (1) The yield is 0.520. The product is [CH2:22]([O:21][C:19]([C:18]1[N:15]=[C:12]2[N:11]([CH:17]=1)[C:10]([C:5]1[CH:6]=[CH:7][CH:8]=[CH:9][C:4]=1[N+:1]([O-:3])=[O:2])=[CH:14][S:13]2)=[O:20])[CH3:23]. The reactants are [N+:1]([C:4]1[CH:9]=[CH:8][CH:7]=[CH:6][C:5]=1[C:10]1[N:11]=[C:12]([NH2:15])[S:13][CH:14]=1)([O-:3])=[O:2].Br[CH2:17][C:18](=O)[C:19]([O:21][CH2:22][CH3:23])=[O:20]. The catalyst is C(C(C)=O)C. (2) The reactants are [C:1]([C:4]1[CH:9]=[CH:8][C:7]([CH:10]2[C:14]3[C:15]([CH3:29])=[C:16]([NH:21][C:22](=[O:28])[CH2:23][C:24]([CH3:27])([CH3:26])[CH3:25])[C:17]([CH3:20])=[C:18]([CH3:19])[C:13]=3[O:12][CH2:11]2)=[CH:6][C:5]=1[O:30][CH3:31])([CH3:3])=[CH2:2]. The catalyst is [Pd].C(O)C. The product is [CH:1]([C:4]1[CH:9]=[CH:8][C:7]([CH:10]2[C:14]3[C:15]([CH3:29])=[C:16]([NH:21][C:22](=[O:28])[CH2:23][C:24]([CH3:25])([CH3:27])[CH3:26])[C:17]([CH3:20])=[C:18]([CH3:19])[C:13]=3[O:12][CH2:11]2)=[CH:6][C:5]=1[O:30][CH3:31])([CH3:3])[CH3:2]. The yield is 0.930. (3) The reactants are [Cl:1][C:2]1[CH:3]=[C:4](I)[C:5]([NH2:8])=[N:6][CH:7]=1.[CH2:10]([Si:12]([C:17]#[CH:18])([CH2:15][CH3:16])[CH2:13][CH3:14])[CH3:11].[Cl-].[Li+].C([O-])([O-])=O.[Na+].[Na+]. The catalyst is CN(C=O)C. The product is [Cl:1][C:2]1[CH:3]=[C:4]2[CH:11]=[C:10]([Si:12]([CH2:17][CH3:18])([CH2:15][CH3:16])[CH2:13][CH3:14])[NH:8][C:5]2=[N:6][CH:7]=1. The yield is 0.440. (4) The reactants are [Cl:1][C:2]1[CH:7]=[CH:6][C:5]([C:8]([CH3:20])([CH3:19])[C:9]([NH:11][NH:12][C:13](=[O:18])[CH2:14][C:15](=O)[CH3:16])=[O:10])=[CH:4][CH:3]=1.[NH2:21][CH2:22][C:23]([C:25]1[CH:30]=[CH:29]C=CC=1)=O.[O-]S(C(F)(F)F)(=O)=O.[Yb+3].[O-]S(C(F)(F)F)(=O)=O.[O-]S([C:52](F)(F)F)(=O)=O.[CH2:56](OCC)[CH3:57]. The catalyst is C(O)C. The product is [Cl:1][C:2]1[CH:7]=[CH:6][C:5]([C:8]([CH3:20])([CH3:19])[C:9]([NH:11][NH:12][C:13]([C:14]2[C:56]([CH3:57])=[N:21][C:22]3[C:16]([C:15]=2[CH3:52])=[CH:29][CH:30]=[CH:25][CH:23]=3)=[O:18])=[O:10])=[CH:4][CH:3]=1. The yield is 0.910. (5) The reactants are C[O:2][C:3](=[O:28])[C:4]1[CH:9]=[CH:8][C:7]([S:10]([N:13]2[CH2:18][CH2:17][CH:16]([NH:19][C:20]([O:22][C:23]([CH3:26])([CH3:25])[CH3:24])=[O:21])[CH2:15][CH2:14]2)(=[O:12])=[O:11])=[CH:6][C:5]=1[F:27].O.[OH-].[Li+]. The catalyst is O1CCCC1. The product is [C:23]([O:22][C:20]([NH:19][CH:16]1[CH2:15][CH2:14][N:13]([S:10]([C:7]2[CH:8]=[CH:9][C:4]([C:3]([OH:28])=[O:2])=[C:5]([F:27])[CH:6]=2)(=[O:12])=[O:11])[CH2:18][CH2:17]1)=[O:21])([CH3:26])([CH3:24])[CH3:25]. The yield is 0.990.